Dataset: Full USPTO retrosynthesis dataset with 1.9M reactions from patents (1976-2016). Task: Predict the reactants needed to synthesize the given product. (1) The reactants are: [Br:1][C:2]1[CH:3]=[C:4]([C:8]2[CH:23]=[C:11]3[N:12]=[C:13]([CH3:22])[C:14]([CH2:17][C:18]([O:20][CH3:21])=[O:19])=[C:15](Cl)[N:10]3[N:9]=2)[CH:5]=[CH:6][CH:7]=1.[Na+].[I-:25]. Given the product [Br:1][C:2]1[CH:3]=[C:4]([C:8]2[CH:23]=[C:11]3[N:12]=[C:13]([CH3:22])[C:14]([CH2:17][C:18]([O:20][CH3:21])=[O:19])=[C:15]([I:25])[N:10]3[N:9]=2)[CH:5]=[CH:6][CH:7]=1, predict the reactants needed to synthesize it. (2) The reactants are: C(O[C:4](=[O:18])[CH:5]([CH2:9][C:10]1[CH:15]=[CH:14][C:13]([Cl:16])=[CH:12][C:11]=1[Cl:17])[C:6](=[O:8])[CH3:7])C.[NH2:19][C:20]1[CH:21]=[C:22]([OH:27])[CH:23]=[CH:24][C:25]=1[F:26]. Given the product [Cl:17][C:11]1[CH:12]=[C:13]([Cl:16])[CH:14]=[CH:15][C:10]=1[CH2:9][CH:5]([C:6](=[O:8])[CH3:7])[C:4]([NH:19][C:20]1[CH:21]=[C:22]([OH:27])[CH:23]=[CH:24][C:25]=1[F:26])=[O:18], predict the reactants needed to synthesize it. (3) Given the product [OH:23][C:22]1[CH:21]=[C:20]([N:16]2[C:10]3[CH:9]=[C:8]([C:6](=[O:7])[NH:5][CH2:4][CH2:3][O:2][CH3:1])[N:13]=[CH:12][C:11]=3[N:14]=[CH:15]2)[S:19][C:18]=1[C:24]([O:26][CH3:27])=[O:25], predict the reactants needed to synthesize it. The reactants are: [CH3:1][O:2][CH2:3][CH2:4][NH:5][C:6]([C:8]1[N:13]=[CH:12][C:11]2[N:14]=[CH:15][NH:16][C:10]=2[CH:9]=1)=[O:7].Cl[C:18]1([C:24]([O:26][CH3:27])=[O:25])[C:22](=[O:23])[CH:21]=[CH:20][S:19]1. (4) Given the product [Cl:1][C:2]1[CH:3]=[C:4]([C:11]2[CH:16]=[C:15]([N:17]3[CH2:18][CH2:19][N:20]([CH3:23])[CH2:21][CH2:22]3)[CH:14]=[CH:13][N:12]=2)[S:5][CH:6]=1, predict the reactants needed to synthesize it. The reactants are: [Cl:1][C:2]1[CH:3]=[C:4]([C:11]2[CH:16]=[C:15]([N:17]3[CH2:22][CH2:21][N:20]([CH3:23])[CH2:19][CH2:18]3)[CH:14]=[CH:13][N:12]=2)[S:5][C:6]=1[Si](C)(C)C.CCCC[N+](CCCC)(CCCC)CCCC.[F-]. (5) Given the product [CH:1]1[C:14]2[C:5](=[N:6][C:7]3[C:12]([C:13]=2[N:15]([CH2:35][CH2:34][CH2:33][CH2:32][CH2:31][Br:30])[S:16]([C:19]2[C:20]([CH3:27])=[CH:21][C:22]([CH3:26])=[CH:23][C:24]=2[CH3:25])(=[O:17])=[O:18])=[CH:11][CH:10]=[CH:9][CH:8]=3)[CH:4]=[CH:3][CH:2]=1, predict the reactants needed to synthesize it. The reactants are: [CH:1]1[C:14]2[C:5](=[N:6][C:7]3[C:12]([C:13]=2[NH:15][S:16]([C:19]2[C:24]([CH3:25])=[CH:23][C:22]([CH3:26])=[CH:21][C:20]=2[CH3:27])(=[O:18])=[O:17])=[CH:11][CH:10]=[CH:9][CH:8]=3)[CH:4]=[CH:3][CH:2]=1.[H-].[Na+].[Br:30][CH2:31][CH2:32][CH2:33][CH2:34][CH2:35]Br.